Dataset: Reaction yield outcomes from USPTO patents with 853,638 reactions. Task: Predict the reaction yield, written as a fraction of the theoretical maximum amount of product (1.0 means a 100% yield; for example, 0.34 means a 34% yield). (1) The reactants are [C:1]([C:5]1[C:13]2[C:8](=[CH:9][C:10]([N+:14]([O-])=O)=[CH:11][CH:12]=2)[NH:7][CH:6]=1)([CH3:4])([CH3:3])[CH3:2]. The catalyst is C(O)C.[Ni]. The product is [C:1]([C:5]1[C:13]2[C:8](=[CH:9][C:10]([NH2:14])=[CH:11][CH:12]=2)[NH:7][CH:6]=1)([CH3:4])([CH3:2])[CH3:3]. The yield is 0.773. (2) The reactants are [CH2:1]([N:3](CC)CC)[CH3:2].[CH3:8][O:9][C:10]1[CH:11]=[C:12]2[C:17](=[CH:18][CH:19]=1)[CH:16]=[C:15]([C:20]1[C:28]3[C:23](=[CH:24][CH:25]=[C:26]([C:29](O)=[O:30])[CH:27]=3)[N:22]([CH:32]3[CH2:37][CH2:36][CH2:35][CH2:34][O:33]3)[N:21]=1)[CH:14]=[CH:13]2.C1C=CC2N(O)N=NC=2C=1.CCN=C=NCCCN(C)C.Cl.C(N)C.[OH-].[Na+]. The catalyst is C(Cl)Cl. The product is [CH2:1]([NH:3][C:29]([C:26]1[CH:27]=[C:28]2[C:23](=[CH:24][CH:25]=1)[N:22]([CH:32]1[CH2:37][CH2:36][CH2:35][CH2:34][O:33]1)[N:21]=[C:20]2[C:15]1[CH:14]=[CH:13][C:12]2[C:17](=[CH:18][CH:19]=[C:10]([O:9][CH3:8])[CH:11]=2)[CH:16]=1)=[O:30])[CH3:2]. The yield is 0.230. (3) No catalyst specified. The product is [F:1][C:2]1[CH:7]=[CH:6][C:5]([CH2:8][CH2:9][N:10]2[CH2:15][CH2:14][C@@H:13]([CH2:17][CH3:18])[C@H:12]([CH2:19][NH2:20])[CH2:11]2)=[CH:4][CH:3]=1. The reactants are [F:1][C:2]1[CH:7]=[CH:6][C:5]([CH2:8][CH2:9][N:10]2[C:15](=O)[CH2:14][CH:13]([CH2:17][CH3:18])[CH:12]([C:19]#[N:20])[C:11]2=O)=[CH:4][CH:3]=1.B.O1CCCC1.Cl. The yield is 0.370. (4) The reactants are [H-].[Na+].[CH3:3][O:4][CH2:5][CH2:6][O:7]CCO.[CH2:11]([O:13][C:14](=[O:42])[CH2:15][CH2:16][CH2:17][CH2:18][CH2:19][O:20][CH2:21][CH2:22][O:23][CH2:24][CH2:25][O:26][CH2:27][CH2:28][O:29][CH2:30][CH2:31][O:32][CH2:33][CH2:34][O:35][CH2:36][CH2:37]S(C)(=O)=O)[CH3:12]. The catalyst is C1(C)C=CC=CC=1. The product is [CH2:11]([O:13][C:14](=[O:42])[CH2:15][CH2:16][CH2:17][CH2:18][CH2:19][O:20][CH2:21][CH2:22][O:23][CH2:24][CH2:25][O:26][CH2:27][CH2:28][O:29][CH2:30][CH2:31][O:32][CH2:33][CH2:34][O:35][CH2:36][CH2:37][O:7][CH2:6][CH2:5][O:4][CH3:3])[CH3:12]. The yield is 0.570. (5) The reactants are Cl[C:2]1[N:7]=[C:6]([NH:8][C:9]([C:11]2([C:14]3[CH:15]=[CH:16][C:17]4[O:21][CH2:20][CH2:19][C:18]=4[CH:22]=3)[CH2:13][CH2:12]2)=[O:10])[CH:5]=[C:4]([CH3:23])[C:3]=1[CH3:24].[CH3:25][O:26][C:27]1[CH:32]=[C:31](B(O)O)[CH:30]=[CH:29][N:28]=1.C([O-])([O-])=O.[Na+].[Na+]. The catalyst is COCCOC.C(OCC)(=O)C.C1C=CC([P]([Pd]([P](C2C=CC=CC=2)(C2C=CC=CC=2)C2C=CC=CC=2)([P](C2C=CC=CC=2)(C2C=CC=CC=2)C2C=CC=CC=2)[P](C2C=CC=CC=2)(C2C=CC=CC=2)C2C=CC=CC=2)(C2C=CC=CC=2)C2C=CC=CC=2)=CC=1. The product is [O:21]1[C:17]2[CH:16]=[CH:15][C:14]([C:11]3([C:9]([NH:8][C:6]4[N:7]=[C:2]([C:31]5[CH:30]=[CH:29][N:28]=[C:27]([O:26][CH3:25])[CH:32]=5)[C:3]([CH3:24])=[C:4]([CH3:23])[CH:5]=4)=[O:10])[CH2:13][CH2:12]3)=[CH:22][C:18]=2[CH2:19][CH2:20]1. The yield is 0.880. (6) The reactants are [NH2:1][CH2:2][C:3]([CH3:10])([CH3:9])[C:4]([O:6][CH2:7][CH3:8])=[O:5].[C:11]1(=O)[CH2:15][CH2:14][CH2:13][CH2:12]1.C(O[BH-](OC(=O)C)OC(=O)C)(=O)C.[Na+].C(O)(=O)C. The catalyst is O1CCCC1.C([O-])(O)=O.[Na+]. The product is [CH:11]1([NH:1][CH2:2][C:3]([CH3:10])([CH3:9])[C:4]([O:6][CH2:7][CH3:8])=[O:5])[CH2:15][CH2:14][CH2:13][CH2:12]1. The yield is 0.800. (7) The reactants are [CH:1]([C:4]1[CH:5]=[C:6]([C:12]([OH:14])=O)[S:7][C:8]=1[CH:9]([CH3:11])[CH3:10])([CH3:3])[CH3:2].[NH2:15][C:16]1[CH:25]=[CH:24][C:19]([C:20]([O:22][CH3:23])=[O:21])=[CH:18][CH:17]=1. No catalyst specified. The product is [CH:1]([C:4]1[CH:5]=[C:6]([C:12]([NH:15][C:16]2[CH:17]=[CH:18][C:19]([C:20]([O:22][CH3:23])=[O:21])=[CH:24][CH:25]=2)=[O:14])[S:7][C:8]=1[CH:9]([CH3:10])[CH3:11])([CH3:2])[CH3:3]. The yield is 0.860. (8) The reactants are [CH3:1][O:2][C:3](=[O:31])[C@@H:4]([NH:23]C(OC(C)(C)C)=O)[CH2:5][C:6]1[CH:11]=[CH:10][C:9]([O:12][C:13]2[C:22]3[C:17](=[CH:18][N:19]=[CH:20][CH:21]=3)[CH:16]=[CH:15][N:14]=2)=[CH:8][CH:7]=1.FC(F)(F)C(O)=O. The catalyst is ClCCl. The product is [CH3:1][O:2][C:3](=[O:31])[C@@H:4]([NH2:23])[CH2:5][C:6]1[CH:7]=[CH:8][C:9]([O:12][C:13]2[C:22]3[C:17](=[CH:18][N:19]=[CH:20][CH:21]=3)[CH:16]=[CH:15][N:14]=2)=[CH:10][CH:11]=1. The yield is 1.00.